Dataset: Forward reaction prediction with 1.9M reactions from USPTO patents (1976-2016). Task: Predict the product of the given reaction. (1) Given the reactants [F:1][C:2]1[CH:7]=[C:6]([F:8])[CH:5]=[CH:4][C:3]=1/[CH:9]=[CH:10]/[C:11]1[CH:16]=[CH:15][C:14]([S:17]([O-:19])=[O:18])=[CH:13][CH:12]=1.[Na+].FC1C=C(F)C=CC=1C=C.Cl[C:32]1[C:37]([C:38](=[O:40])[CH3:39])=[CH:36][CH:35]=[CH:34][N:33]=1.[BH4-].[Na+], predict the reaction product. The product is: [F:1][C:2]1[CH:7]=[C:6]([F:8])[CH:5]=[CH:4][C:3]=1/[CH:9]=[CH:10]/[C:11]1[CH:16]=[CH:15][C:14]([S:17]([C:32]2[C:37]([CH:38]([OH:40])[CH3:39])=[CH:36][CH:35]=[CH:34][N:33]=2)(=[O:19])=[O:18])=[CH:13][CH:12]=1. (2) Given the reactants [Br:1][C:2]1[CH:3]=[C:4]([CH:7]=[CH:8][C:9]=1[OH:10])[CH:5]=O.[CH3:11]/[C:12](/[NH2:16])=[CH:13]\[C:14]#[N:15].[CH2:17]([CH:20]1[CH2:25][C:24](=[O:26])[CH2:23][C:22](=O)[CH2:21]1)[CH2:18][CH3:19], predict the reaction product. The product is: [Br:1][C:2]1[CH:3]=[C:4]([CH:5]2[C:23]3[C:24](=[O:26])[CH2:25][CH:20]([CH2:17][CH2:18][CH3:19])[CH2:21][C:22]=3[NH:16][C:12]([CH3:11])=[C:13]2[C:14]#[N:15])[CH:7]=[CH:8][C:9]=1[OH:10]. (3) Given the reactants [C:1]([C:5]1[CH:6]=[CH:7][CH:8]=[C:9]2[C:14]=1[N:13]=[C:12]([C:15]1[N:19]3[CH:20]=[C:21]([C@H:24]([N:26]4[CH2:30][CH2:29][C@H:28]([NH:31]C(=O)OC(C)(C)C)[CH2:27]4)[CH3:25])[CH:22]=[CH:23][C:18]3=[N:17][N:16]=1)[CH:11]=[CH:10]2)([CH3:4])([CH3:3])[CH3:2].Cl, predict the reaction product. The product is: [C:1]([C:5]1[CH:6]=[CH:7][CH:8]=[C:9]2[C:14]=1[N:13]=[C:12]([C:15]1[N:19]3[CH:20]=[C:21]([C@H:24]([N:26]4[CH2:30][CH2:29][C@H:28]([NH2:31])[CH2:27]4)[CH3:25])[CH:22]=[CH:23][C:18]3=[N:17][N:16]=1)[CH:11]=[CH:10]2)([CH3:2])([CH3:3])[CH3:4]. (4) Given the reactants [OH:1][C@@H:2]([CH3:7])[CH2:3][C:4]([OH:6])=O.O.OC1C2N=NNC=2C=CC=1.Cl.C(N=C=NCCCN(C)C)C.FC(F)(F)C(O)=O.[N:38]1([C:44]2[N:52]=[C:51]([C:53]3[CH:54]=[N:55][C:56]([NH2:59])=[N:57][CH:58]=3)[N:50]=[C:49]3[C:45]=2[N:46]=[C:47]([N:65]2[CH2:70][CH2:69][NH:68][CH2:67][CH2:66]2)[N:48]3[CH2:60][C:61]([F:64])([F:63])[F:62])[CH2:43][CH2:42][O:41][CH2:40][CH2:39]1, predict the reaction product. The product is: [NH2:59][C:56]1[N:57]=[CH:58][C:53]([C:51]2[N:50]=[C:49]3[C:45]([N:46]=[C:47]([N:65]4[CH2:70][CH2:69][N:68]([C:4](=[O:6])[CH2:3][C@@H:2]([OH:1])[CH3:7])[CH2:67][CH2:66]4)[N:48]3[CH2:60][C:61]([F:62])([F:64])[F:63])=[C:44]([N:38]3[CH2:39][CH2:40][O:41][CH2:42][CH2:43]3)[N:52]=2)=[CH:54][N:55]=1. (5) Given the reactants [CH3:1][CH:2]([CH3:22])[C@@H:3]([N:8]1[CH:17]=[CH:16][C:15]2[C:10](=[CH:11][CH:12]=[CH:13][C:14]=2[N+:18]([O-:20])=[O:19])[C:9]1=[O:21])[C:4]([O:6]C)=[O:5].[OH-].[Li+].C(O)(C)(C)C.O.Cl, predict the reaction product. The product is: [CH3:1][CH:2]([CH3:22])[C@@H:3]([N:8]1[CH:17]=[CH:16][C:15]2[C:10](=[CH:11][CH:12]=[CH:13][C:14]=2[N+:18]([O-:20])=[O:19])[C:9]1=[O:21])[C:4]([OH:6])=[O:5]. (6) Given the reactants [Cl-].[CH3:2][C:3]1[C:11]2[CH2:10][O:9][C:8](=[O:12])[C:7]=2[CH:6]=[CH:5][C:4]=1[CH2:13][CH2:14][N:15]1[CH2:20][CH2:19][CH:18]([NH3+:21])[CH2:17][CH2:16]1.[C:22]([C:24]1[CH:25]=[C:26]([CH:30]=[CH:31][C:32]=1[O:33][CH3:34])[C:27](O)=[O:28])#[N:23], predict the reaction product. The product is: [C:22]([C:24]1[CH:25]=[C:26]([CH:30]=[CH:31][C:32]=1[O:33][CH3:34])[C:27]([NH:21][CH:18]1[CH2:17][CH2:16][N:15]([CH2:14][CH2:13][C:4]2[C:3]([CH3:2])=[C:11]3[C:7](=[CH:6][CH:5]=2)[C:8](=[O:12])[O:9][CH2:10]3)[CH2:20][CH2:19]1)=[O:28])#[N:23]. (7) The product is: [CH3:27][C:17]([CH3:26])([CH2:18][O:19][CH:20]1[CH2:25][CH2:24][CH2:23][CH2:22][O:21]1)[CH2:16][CH2:15][CH2:14][N:5]1[C:1](=[O:11])[C:2]2[C:3](=[CH:7][CH:8]=[CH:9][CH:10]=2)[C:4]1=[O:6]. Given the reactants [C:1]1(=[O:11])[NH:5][C:4](=[O:6])[C:3]2=[CH:7][CH:8]=[CH:9][CH:10]=[C:2]12.[K].Br[CH2:14][CH2:15][CH2:16][C:17]([CH3:27])([CH3:26])[CH2:18][O:19][CH:20]1[CH2:25][CH2:24][CH2:23][CH2:22][O:21]1.CCOCC, predict the reaction product. (8) Given the reactants [Cl:1][C:2]1[CH:7]=[C:6]([Cl:8])[CH:5]=[CH:4][C:3]=1[CH:9]([NH:15][O:16][CH3:17])[CH:10]([N+:12]([O-])=O)[CH3:11].Cl, predict the reaction product. The product is: [NH2:12][CH:10]([CH3:11])[CH:9]([NH:15][O:16][CH3:17])[C:3]1[CH:4]=[CH:5][C:6]([Cl:8])=[CH:7][C:2]=1[Cl:1]. (9) Given the reactants [CH3:1][O:2][C@H:3]1[CH2:8][CH2:7][C@H:6]([C:9]([OH:11])=O)[CH2:5][CH2:4]1.[CH2:12]([NH2:14])[CH3:13].C1COCC1.ON1C2C=CC=CC=2N=N1.CCN=C=NCCCN(C)C.Cl.Cl, predict the reaction product. The product is: [CH2:12]([NH:14][C:9]([C@H:6]1[CH2:5][CH2:4][C@H:3]([O:2][CH3:1])[CH2:8][CH2:7]1)=[O:11])[CH3:13].